Task: Binary Classification. Given a miRNA mature sequence and a target amino acid sequence, predict their likelihood of interaction.. Dataset: Experimentally validated miRNA-target interactions with 360,000+ pairs, plus equal number of negative samples (1) The miRNA is hsa-miR-548aq-3p with sequence CAAAAACUGCAAUUACUUUUGC. The protein sequence of the target gene is MAATLKSLKLVRYRAFCSPSAFGAVRSVSYWNVSSTQHGGQDPPEHISLCHSAKKVKNICSTFSSRRILTTSSAHPGLEFSKTSSSKASTLQLGSPRATGVDEEDVEVFDSFENMRVFLQLRPEYRVHSYNASETSQLLSVSEGELILHKVRVNQNNLQAQVIVDYLCKLSSLPAEQHPVLLGSTSFALLCQLSVKKIQLFDTQDLINVLKAFVILGIPHSHSMLDVYETKCCHQVWEMNMDQLLLVADLWRYLGRKVPRFLNIFSSYLNLHWKDLSLSQLVHLIYVIGENRQVSQDLMQ.... Result: 0 (no interaction). (2) The miRNA is cel-miR-231-3p with sequence UAAGCUCGUGAUCAACAGGCAGAA. The protein sequence of the target gene is MATVLSRALKLPGKKSPDLGEYDPLTQADSDESEDDLVLNLQKNGGVKNGKSPLGEAPEPDSDAEVAEAAKPHLSEVTTEGYPSEPLGGLEQKAASSLVSYVRTSVFLLTLGISMILVLLCAFLIPCPPRDLHSTWSRHLGSQGGGDLSPLELADVNGDGLRDVLLSFVMSRNGSAVGVSRPAANLVCLSGMNGSTLWSSLLPEEARDITCLELMPGSLAETICLVTGTHKMLSAFNATSGKAIWTLNPNYLSNGTLAAPVVVLPDLDEDGVRDLVVLAIGELQPDLCFLLVSGRTGNPV.... Result: 0 (no interaction). (3) The miRNA is mmu-miR-449a-3p with sequence CAGCUAACAUGCGACUGCUCUC. The protein sequence of the target gene is MMCEVMPTINEDTPMSQRGSQSSGSDSDSHFEQLMVNMLDERDRLLDTLRETQESLSLAQQRLQDVIYDRDSLQRQLNSALPQDIESLTGGLAGSKGADPPEFAALTKELNACREQLLEKEEEISELKAERNNTRLLLEHLECLVSRHERSLRMTVVKRQAQSPSGVSSEVEVLKALKSLFEHHKALDEKVRERLRVSLERVSALEEELAAANQEIVALREQNVHIQRKMASSEGSTESEHLEGMEPGQKVHEKRLSNGSIDSTDETSQIVELQELLEKQNYEMAQMKERLAALSSRVGE.... Result: 0 (no interaction). (4) The miRNA is hsa-miR-129-5p with sequence CUUUUUGCGGUCUGGGCUUGC. The protein sequence of the target gene is MAGAHSTPLWSRHLLKAVLMVLVALFLVHSASAQSHREFASPGQQKKETSADILTQIGRSLKEMLDTWLGPETMHVISETLLQVMWAISSAISVACFALSGIAAQLLSALGLDGEQLTQGLKLSPSQVQTLLLWGAAALVIYWLLSLLLGLVLALLGRILGGLKLVLFVAGFVALVRSVPDPSTRALMLLALLTLFALLSRLTGSRSSGSHLEAKVRGLERQIEELRGRQRRAAKMPRSMEEE. Result: 0 (no interaction). (5) The miRNA is hsa-miR-7151-3p with sequence CUACAGGCUGGAAUGGGCUCA. The protein sequence of the target gene is MVNESLNQEESNDRPAPESEFQMDTSYSTQPSGSIHPSVSGHPSVSGHPSVSGHPSVSIHPSVSIDPSVSVRPSSSALPSTLAQPSGLTHHSSLVREDSVIKVSKRRWVVVLVFSCYSLCNAFQWIQYGSINNIFMNFYGVSAFAIDWLSMCYMLTYIPLLLPVAWMLEKFGLRTIAITGSALNCLGAWVKLGSLEPHLFPVTMVGQVICSVAQVFILGMPSRIASVWFGADEVSTACSVAVFGNQLGIAIGFLVPPVLVPNIKDPEKLAYHISIMFYIIGGVATFLFILVIIVFKEKPK.... Result: 0 (no interaction). (6) The miRNA is cel-lsy-6-3p with sequence UUUUGUAUGAGACGCAUUUCGA. The protein sequence of the target gene is MASPSCFHSEDEDSLKGCEMYVQKHGIQQVLKECIVHLCVAKPDRPLRFLREHFEKLEKEENRQILARQKSNSQCDSHDEEISPTPPNPVVKARRRRGGVSAEVYTEEDAVSYVRKVIPKDYKTMTALAKAISKNVLFSHLDDNERSDIFDAMFPVTHIGGETVIQQGNEGDNFYVIDQGEVDVYVNGEWVTNISEGGSFGELALIYGTPRAATVKAKTDLKLWGIDRDSYRRILMGSTLRKRKMYEEFLSKVSILESLEKWERLTVADALEPVQFEDGEKIVVQGEPGDDFYIITEGTA.... Result: 0 (no interaction). (7) The miRNA is hsa-miR-3151-5p with sequence GGUGGGGCAAUGGGAUCAGGU. The protein sequence of the target gene is MSGPGNKRAAGDGGSGPPEKKLSREEKTTTTLIEPIRLGGISSTEEMDLKVLQFKNKKLAERLEQRQACEDELRERIEKLEKRQATDDATLLIVNRYWAQLDETVEALLRCHESQGELSSAPEAPGTQEGPTCDGTPLPEPGTSELRDPLLMQLRPPLSEPALAFVVALGASSSEEVELELQGRMEFSKAAVSRVVEASDRLQRRVEELCQRVYSRGDSEPLSEAAQAHTRELGRENRRLQDLATQLQEKHHRISLEYSELQDKVTSAETKVLEMETTVEDLQWDIEKLRKREQKLNKHL.... Result: 1 (interaction). (8) The miRNA is hsa-miR-508-5p with sequence UACUCCAGAGGGCGUCACUCAUG. The protein sequence of the target gene is MSNKLLSPHPHSVVLRSEFKMASSPAVLRASRLYQWSLKSSAQFLGSPQLRQVGQIIRVPARMAATLILEPAGRCCWDEPVRIAVRGLAPEQPVTLRASLRDEKGALFQAHARYRADTLGELDLERAPALGGSFAGLEPMGLLWALEPEKPLVRLVKRDVRTPLAVELEVLDGHDPDPGRLLCQTRHERYFLPPGVRREPVRVGRVRGTLFLPPEPGPFPGIVDMFGTGGGLLEYRASLLAGKGFAVMALAYYNYEDLPKTMETLHLEYFEEAMNYLLSHPEVKGPGVGLLGISKGGELC.... Result: 1 (interaction). (9) The miRNA is mmu-let-7c-5p with sequence UGAGGUAGUAGGUUGUAUGGUU. The protein sequence of the target gene is MTKKRKRQHDFQKVKLKVGKKKPKLQNATPTNFKTKTIHLPEQLKEDGTLPTNNRKLNIKDLLSQMHHYNAGVKQSALLGLKDLLSQYPFIIDAHLSNILSEVTAVFTDKDANVRLAAVQLLQFLAPKIRAEQISPFFPLVSAHLSSAMTHITEGIQEDSLKVLDILLEQYPALITGRSSILLKNFVELISHQQLSKGLINRDRSQSWILSVNPNRRLTSQQWRLKVLVRLSKFLQALADGSSRLRESEGLQEQKENPHATSNSIFINWKEHANDQQHIQVYENGGSQPNVSSQFRLRYL.... Result: 0 (no interaction). (10) The miRNA is hsa-miR-5571-3p with sequence GUCCUAGGAGGCUCCUCUG. The protein sequence of the target gene is MSSLGGGSQDAGGSSSSSTNGSGGSGSSGPKAGAADKSAVVAAAAPASVADDTPPPERRNKSGIISEPLNKSLRRSRPLSHYSSFGSSGGSGGGSMMGGESADKATAAAAAASLLANGHDLAAAMAVDKSNPTSKHKSGAVASLLSKAERATELAAEGQLTLQQFAQSTEMLKRVVQEHLPLMSEAGAGLPDMEAVAGAEALNGQSDFPYLGAFPINPGLFIMTPAGVFLAESALHMAGLAEYPMQGELASAISSGKKKRKRCGMCAPCRRRINCEQCSSCRNRKTGHQICKFRKCEELK.... Result: 0 (no interaction).